This data is from Reaction yield outcomes from USPTO patents with 853,638 reactions. The task is: Predict the reaction yield, written as a fraction of the theoretical maximum amount of product (1.0 means a 100% yield; for example, 0.34 means a 34% yield). (1) The reactants are [CH2:1]([O:8][C:9]1[N:18]=[C:17]([C:19]2[CH:20]=[C:21]3[C:25](=[CH:26][CH:27]=2)[N:24]([CH3:28])[CH:23]=[CH:22]3)[C:16]([CH2:29][CH3:30])=[C:15]([O:31][CH2:32][C:33]2[CH:38]=[CH:37][CH:36]=[CH:35][CH:34]=2)[C:10]=1[C:11]([O:13][CH3:14])=[O:12])[C:2]1[CH:7]=[CH:6][CH:5]=[CH:4][CH:3]=1.C1C(=O)N([Cl:46])C(=O)C1. The catalyst is CC#N. The product is [CH2:1]([O:8][C:9]1[N:18]=[C:17]([C:19]2[CH:20]=[C:21]3[C:25](=[CH:26][CH:27]=2)[N:24]([CH3:28])[CH:23]=[C:22]3[Cl:46])[C:16]([CH2:29][CH3:30])=[C:15]([O:31][CH2:32][C:33]2[CH:34]=[CH:35][CH:36]=[CH:37][CH:38]=2)[C:10]=1[C:11]([O:13][CH3:14])=[O:12])[C:2]1[CH:7]=[CH:6][CH:5]=[CH:4][CH:3]=1. The yield is 0.710. (2) The reactants are C(OC(N1CCN(C2N=CC([C:20]3[CH:25]=[CH:24][C:23]([F:26])=[CH:22][CH:21]=3)=CN=2)CC1)=O)(C)(C)C.[C:27]([O:31][C:32]([N:34]1[CH2:39][CH2:38][CH:37]([O:40][C:41]2[CH:46]=[CH:45][C:44](Br)=[CH:43][N:42]=2)[CH2:36][CH2:35]1)=[O:33])([CH3:30])([CH3:29])[CH3:28].FC1C=CC(B(O)O)=CC=1. No catalyst specified. The product is [C:27]([O:31][C:32]([N:34]1[CH2:39][CH2:38][CH:37]([O:40][C:41]2[CH:46]=[CH:45][C:44]([C:20]3[CH:25]=[CH:24][C:23]([F:26])=[CH:22][CH:21]=3)=[CH:43][N:42]=2)[CH2:36][CH2:35]1)=[O:33])([CH3:30])([CH3:29])[CH3:28]. The yield is 0.340. (3) The reactants are Cl[CH2:2][C:3]1[N:4]=[C:5]2[CH:14]=[CH:13][CH:12]=[CH:11][N:6]2[C:7](=[O:10])[C:8]=1[I:9].[C:15]([O-:18])(=[O:17])[CH3:16].[K+].O. The catalyst is CN(C=O)C. The product is [C:15]([O:18][CH2:2][C:3]1[N:4]=[C:5]2[CH:14]=[CH:13][CH:12]=[CH:11][N:6]2[C:7](=[O:10])[C:8]=1[I:9])(=[O:17])[CH3:16]. The yield is 0.900. (4) The reactants are CC([O-])(C)C.[K+].[F:7][C:8]([F:45])([F:44])[O:9][C:10]1[CH:15]=[CH:14][C:13]([NH:16][C:17]([N:19]2[CH2:23][C@H:22]([O:24][Si:25]([C:38]([CH3:41])([CH3:40])[CH3:39])([C:32]3[CH:37]=[CH:36][CH:35]=[CH:34][CH:33]=3)[C:26]3[CH:31]=[CH:30][CH:29]=[CH:28][CH:27]=3)[CH2:21][C@H:20]2[CH2:42]O)=[O:18])=[CH:12][CH:11]=1.S(Cl)(C1C=CC(C)=CC=1)(=O)=O.O. The catalyst is C1COCC1. The product is [C:38]([Si:25]([C:32]1[CH:33]=[CH:34][CH:35]=[CH:36][CH:37]=1)([C:26]1[CH:27]=[CH:28][CH:29]=[CH:30][CH:31]=1)[O:24][C@H:22]1[CH2:23][N:19]2[C:17](=[O:18])[N:16]([C:13]3[CH:14]=[CH:15][C:10]([O:9][C:8]([F:44])([F:45])[F:7])=[CH:11][CH:12]=3)[CH2:42][C@@H:20]2[CH2:21]1)([CH3:39])([CH3:41])[CH3:40]. The yield is 0.830. (5) The reactants are [C:1](N1C=CC=CC1=O)(N1C=CC=CC1=O)=[S:2].[CH3:17][C:18]1[CH:19]=[C:20]2[C:25](=[C:26]([CH3:28])[CH:27]=1)[CH:24]=[N:23][C:22]([NH2:29])=[CH:21]2. The catalyst is ClCCl. The product is [N:29]([C:22]1[N:23]=[CH:24][C:25]2[C:20]([CH:21]=1)=[CH:19][C:18]([CH3:17])=[CH:27][C:26]=2[CH3:28])=[C:1]=[S:2]. The yield is 0.0800.